From a dataset of Full USPTO retrosynthesis dataset with 1.9M reactions from patents (1976-2016). Predict the reactants needed to synthesize the given product. (1) Given the product [C:12]([O:11][C:9]([N:3]1[CH2:4][C@@H:5]([CH3:8])[N:6]([C:27]2[CH:28]=[CH:29][C:24]([C:18]([OH:23])([C:17]([F:35])([F:34])[F:16])[C:19]([F:20])([F:21])[F:22])=[CH:25][C:26]=2[N+:31]([O-:33])=[O:32])[CH2:7][C@@H:2]1[CH3:1])=[O:10])([CH3:13])([CH3:15])[CH3:14], predict the reactants needed to synthesize it. The reactants are: [CH3:1][C@H:2]1[CH2:7][NH:6][C@H:5]([CH3:8])[CH2:4][N:3]1[C:9]([O:11][C:12]([CH3:15])([CH3:14])[CH3:13])=[O:10].[F:16][C:17]([F:35])([F:34])[C:18]([C:24]1[CH:29]=[CH:28][C:27](F)=[C:26]([N+:31]([O-:33])=[O:32])[CH:25]=1)([OH:23])[C:19]([F:22])([F:21])[F:20].N1(C(OC(C)(C)C)=O)CCNCC1. (2) Given the product [OH:2][CH2:1][C:3]1[CH:4]=[CH:5][C:6]([N:9]([CH2:27][C:28]2[CH:29]=[CH:30][C:31]([O:34][C:35]([F:38])([F:36])[F:37])=[CH:32][CH:33]=2)[CH2:10][CH2:11][C:12]2[CH:26]=[CH:25][C:15]([O:16][C:17]([CH3:23])([CH3:24])[C:18]([O:20][CH2:21][CH3:22])=[O:19])=[CH:14][CH:13]=2)=[N:7][CH:8]=1, predict the reactants needed to synthesize it. The reactants are: [CH:1]([C:3]1[CH:4]=[CH:5][C:6]([N:9]([CH2:27][C:28]2[CH:33]=[CH:32][C:31]([O:34][C:35]([F:38])([F:37])[F:36])=[CH:30][CH:29]=2)[CH2:10][CH2:11][C:12]2[CH:26]=[CH:25][C:15]([O:16][C:17]([CH3:24])([CH3:23])[C:18]([O:20][CH2:21][CH3:22])=[O:19])=[CH:14][CH:13]=2)=[N:7][CH:8]=1)=[O:2].[BH4-].[Na+]. (3) Given the product [F:8][C:9]1[CH:14]=[CH:13][CH:12]=[CH:11][C:10]=1[N:15]1[C:23]2[C:18](=[C:19]([N:24]3[CH2:31][C@@H:30]4[C@@H:26]([CH2:27][N:28]([S:39]([C:35]5[CH:34]=[N:33][CH:38]=[CH:37][CH:36]=5)(=[O:41])=[O:40])[CH2:29]4)[C:25]3=[O:32])[CH:20]=[CH:21][CH:22]=2)[CH:17]=[N:16]1, predict the reactants needed to synthesize it. The reactants are: C(N(CC)CC)C.[F:8][C:9]1[CH:14]=[CH:13][CH:12]=[CH:11][C:10]=1[N:15]1[C:23]2[C:18](=[C:19]([N:24]3[CH2:31][C@@H:30]4[C@@H:26]([CH2:27][NH:28][CH2:29]4)[C:25]3=[O:32])[CH:20]=[CH:21][CH:22]=2)[CH:17]=[N:16]1.[N:33]1[CH:38]=[CH:37][CH:36]=[C:35]([S:39](Cl)(=[O:41])=[O:40])[CH:34]=1. (4) Given the product [Cl:1][C:2]1[C:9]([O:10][CH3:11])=[C:8]([O:12][CH3:13])[CH:7]=[CH:6][C:3]=1[CH:4]=[C:22]([N+:19]([O-:21])=[O:20])[CH3:23], predict the reactants needed to synthesize it. The reactants are: [Cl:1][C:2]1[C:9]([O:10][CH3:11])=[C:8]([O:12][CH3:13])[CH:7]=[CH:6][C:3]=1[CH:4]=O.C([O-])(=O)C.[NH4+].[N+:19]([CH2:22][CH3:23])([O-:21])=[O:20]. (5) Given the product [Cl:21][C:17]1[CH:16]=[C:15]([N:12]2[C:11]3[CH:10]=[CH:9][CH:8]=[CH:7][C:6]=3[C:5]3[C:13]2=[CH:1][CH:2]=[CH:3][CH:4]=3)[CH:20]=[CH:19][CH:18]=1, predict the reactants needed to synthesize it. The reactants are: [CH:1]1[C:13]2[NH:12][C:11]3[C:6](=[CH:7][CH:8]=[CH:9][CH:10]=3)[C:5]=2[CH:4]=[CH:3][CH:2]=1.Br[C:15]1[CH:20]=[CH:19][CH:18]=[C:17]([Cl:21])[CH:16]=1.CC(C)([O-])C.[Na+]. (6) Given the product [NH:8]([C:12]1[CH:13]=[CH:14][C:15]([C:16]([O:18][C:19]2[CH:20]=[C:21]([C:25]3[CH2:29][C@:28]([CH2:33][C:34]([OH:36])=[O:35])([C:30]([OH:32])=[O:31])[O:27][N:26]=3)[CH:22]=[CH:23][CH:24]=2)=[O:17])=[CH:37][CH:38]=1)[C:9]([NH2:11])=[NH:10], predict the reactants needed to synthesize it. The reactants are: FC(F)(F)C(O)=O.[NH:8]([C:12]1[CH:38]=[CH:37][C:15]([C:16]([O:18][C:19]2[CH:20]=[C:21]([C:25]3[CH2:29][C@:28]([CH2:33][C:34]([OH:36])=[O:35])([C:30]([OH:32])=[O:31])[O:27][N:26]=3)[CH:22]=[CH:23][CH:24]=2)=[O:17])=[CH:14][CH:13]=1)[C:9]([NH2:11])=[NH:10].C(OCC)C. (7) Given the product [CH3:9][N:4]1[CH2:5][CH2:6][CH2:7][CH2:8][CH:3]1[CH2:2][O:1][C:18](=[O:19])[NH:17][C:13]1[CH:14]=[CH:15][CH:16]=[C:11]([Br:10])[CH:12]=1, predict the reactants needed to synthesize it. The reactants are: [OH:1][CH2:2][CH:3]1[CH2:8][CH2:7][CH2:6][CH2:5][N:4]1[CH3:9].[Br:10][C:11]1[CH:12]=[C:13]([N:17]=[C:18]=[O:19])[CH:14]=[CH:15][CH:16]=1. (8) Given the product [CH:7]1([N:10]2[C:19]3[C:14](=[CH:15][C:16]([F:30])=[C:17]([N:22]4[CH2:23][CH:24]([CH3:29])[N:25]([C:5]([NH:4][CH:1]5[CH2:3][CH2:2]5)=[O:6])[CH:26]([CH3:28])[CH2:27]4)[C:18]=3[O:20][CH3:21])[C:13](=[O:31])[C:12]([C:32]([NH:34][CH2:35][C:36]3[CH:41]=[CH:40][C:39]([Cl:42])=[CH:38][C:37]=3[Cl:43])=[O:33])=[CH:11]2)[CH2:9][CH2:8]1, predict the reactants needed to synthesize it. The reactants are: [CH:1]1([N:4]=[C:5]=[O:6])[CH2:3][CH2:2]1.[CH:7]1([N:10]2[C:19]3[C:14](=[CH:15][C:16]([F:30])=[C:17]([N:22]4[CH2:27][CH:26]([CH3:28])[NH:25][CH:24]([CH3:29])[CH2:23]4)[C:18]=3[O:20][CH3:21])[C:13](=[O:31])[C:12]([C:32]([NH:34][CH2:35][C:36]3[CH:41]=[CH:40][C:39]([Cl:42])=[CH:38][C:37]=3[Cl:43])=[O:33])=[CH:11]2)[CH2:9][CH2:8]1. (9) The reactants are: Cl[C:2]1[CH:7]=[C:6]([O:8][C:9]2[CH:14]=[CH:13][C:12]([N+:15]([O-:17])=[O:16])=[CH:11][CH:10]=2)[N:5]=[CH:4][N:3]=1.[CH3:18][O:19][C:20]1[CH:25]=[CH:24][C:23]([NH2:26])=[CH:22][CH:21]=1.C(N(C(C)C)CC)(C)C. Given the product [CH3:18][O:19][C:20]1[CH:25]=[CH:24][C:23]([NH:26][C:2]2[CH:7]=[C:6]([O:8][C:9]3[CH:14]=[CH:13][C:12]([N+:15]([O-:17])=[O:16])=[CH:11][CH:10]=3)[N:5]=[CH:4][N:3]=2)=[CH:22][CH:21]=1, predict the reactants needed to synthesize it.